This data is from Forward reaction prediction with 1.9M reactions from USPTO patents (1976-2016). The task is: Predict the product of the given reaction. (1) Given the reactants [CH3:1][C:2]1[CH:3]=[CH:4][C:5]([S:8]([OH:11])(=[O:10])=[O:9])=[CH:6][CH:7]=1.[CH3:12][N:13]1[C:18]2=[N:19][CH2:20][CH2:21][CH2:22][N:17]2[CH2:16][CH2:15][CH2:14]1, predict the reaction product. The product is: [CH3:1][C:2]1[CH:7]=[CH:6][C:5]([S:8]([OH:11])(=[O:10])=[O:9])=[CH:4][CH:3]=1.[CH3:12][N:13]1[C:18]2=[N:19][CH2:20][CH2:21][CH2:22][N:17]2[CH2:16][CH2:15][CH2:14]1. (2) The product is: [CH3:14][N:2]1[N:3]=[N:4][C:5]([C:6]2[S:18][C:17]([NH2:19])=[N:16][C:7]=2[C:9]2[S:10][CH:11]=[CH:12][CH:13]=2)=[N:1]1. Given the reactants [NH:1]1[C:5]([CH2:6][C:7]([C:9]2[S:10][CH:11]=[CH:12][CH:13]=2)=O)=[N:4][N:3]=[N:2]1.[CH3:14]I.[NH2:16][C:17]([NH2:19])=[S:18], predict the reaction product. (3) Given the reactants [Cl:1][C:2]1[N:7]=[CH:6][C:5]([C:8](=[O:10])[CH3:9])=[CH:4][N:3]=1.[CH3:11][Mg+].[Br-], predict the reaction product. The product is: [Cl:1][C:2]1[N:7]=[CH:6][C:5]([C:8]([OH:10])([CH3:11])[CH3:9])=[CH:4][N:3]=1. (4) Given the reactants C(N(C(C)C)C(C)C)C.Cl[CH2:11][O:12][CH2:13][C:14]1[CH:19]=[CH:18][CH:17]=[CH:16][CH:15]=1.[CH3:20][C:21]1[C:29]2[CH2:28][C:27]3([O:33][CH2:32][CH2:31][O:30]3)[CH2:26][CH2:25][C:24]=2[NH:23][N:22]=1.ClCCl, predict the reaction product. The product is: [CH2:13]([O:12][CH2:11][N:23]1[C:24]2[CH2:25][CH2:26][C:27]3([O:30][CH2:31][CH2:32][O:33]3)[CH2:28][C:29]=2[C:21]([CH3:20])=[N:22]1)[C:14]1[CH:19]=[CH:18][CH:17]=[CH:16][CH:15]=1. (5) Given the reactants [Cl:1][C:2]1[N:6]2[CH2:7][CH2:8][N:9]([C:11]([C:13]3[CH:18]=[CH:17][C:16]([Cl:19])=[CH:15][C:14]=3[Cl:20])=[O:12])[CH2:10][C:5]2=[N:4][CH:3]=1.C1C(=O)N([Cl:28])C(=O)C1, predict the reaction product. The product is: [Cl:28][C:3]1[N:4]=[C:5]2[CH2:10][N:9]([C:11]([C:13]3[CH:18]=[CH:17][C:16]([Cl:19])=[CH:15][C:14]=3[Cl:20])=[O:12])[CH2:8][CH2:7][N:6]2[C:2]=1[Cl:1]. (6) Given the reactants [C:1]([C:5]1[CH:10]=[CH:9][C:8]([S:11]([NH:14][C:15]2[CH:20]=[CH:19][C:18]([Cl:21])=[CH:17][C:16]=2[N:22]2[C:30]3[C:25](=[N:26][CH:27]=[CH:28][CH:29]=3)[N:24]=[N:23]2)(=[O:13])=[O:12])=[CH:7][CH:6]=1)([CH3:4])([CH3:3])[CH3:2], predict the reaction product. The product is: [C:1]([C:5]1[CH:10]=[CH:9][C:8]([S:11]([NH:14][C:15]2[CH:20]=[CH:19][C:18]([Cl:21])=[CH:17][C:16]=2[N:22]2[C:30]3[CH2:29][CH2:28][CH2:27][NH:26][C:25]=3[N:24]=[N:23]2)(=[O:12])=[O:13])=[CH:7][CH:6]=1)([CH3:4])([CH3:2])[CH3:3].